Dataset: Forward reaction prediction with 1.9M reactions from USPTO patents (1976-2016). Task: Predict the product of the given reaction. (1) Given the reactants [CH3:1][C:2]1[C:3]([C:28]2[CH:33]=[CH:32][CH:31]=[CH:30][CH:29]=2)=[C:4]([O:14][C:15]2[CH:20]=[CH:19][C:18]([NH:21][C:22](=[O:27])[CH2:23][C:24]([OH:26])=[O:25])=[CH:17][CH:16]=2)[C:5]2[C:10]([CH:11]=1)=[CH:9][C:8]([O:12]C)=[CH:7][CH:6]=2.B(Br)(Br)Br, predict the reaction product. The product is: [OH:12][C:8]1[CH:9]=[C:10]2[C:5](=[CH:6][CH:7]=1)[C:4]([O:14][C:15]1[CH:16]=[CH:17][C:18]([NH:21][C:22](=[O:27])[CH2:23][C:24]([OH:26])=[O:25])=[CH:19][CH:20]=1)=[C:3]([C:28]1[CH:29]=[CH:30][CH:31]=[CH:32][CH:33]=1)[C:2]([CH3:1])=[CH:11]2. (2) Given the reactants [CH:1]([C:3]1[O:7][N:6]=[C:5]([C:8]([O:10][CH2:11][CH3:12])=[O:9])[C:4]=1[CH3:13])=[O:2].[CH2:14]([Si](C)(C)C)[CH:15]=[CH2:16].B(F)(F)F.CCOCC.C(N(CC)CC)C, predict the reaction product. The product is: [OH:2][CH:1]([C:3]1[O:7][N:6]=[C:5]([C:8]([O:10][CH2:11][CH3:12])=[O:9])[C:4]=1[CH3:13])[CH2:16][CH:15]=[CH2:14]. (3) Given the reactants C(OC([N:8]1[CH2:13][C@H:12]([O:14][CH2:15][C:16]2[CH:25]=[C:24]([O:26][CH3:27])[C:23]3[C:18](=[CH:19][CH:20]=[CH:21][CH:22]=3)[CH:17]=2)[C@@H:11]([C:28]2[CH:33]=[CH:32][C:31]([O:34][CH2:35][CH2:36][CH2:37][O:38][CH2:39][C:40]3[CH:45]=[CH:44][CH:43]=[CH:42][C:41]=3[O:46][CH3:47])=[CH:30][CH:29]=2)[C@H:10]([O:48][CH2:49][C@H:50]([OH:54])[CH2:51][O:52][CH3:53])[CH2:9]1)=O)(C)(C)C.Cl, predict the reaction product. The product is: [CH3:53][O:52][CH2:51][C@@H:50]([OH:54])[CH2:49][O:48][C@H:10]1[C@H:11]([C:28]2[CH:33]=[CH:32][C:31]([O:34][CH2:35][CH2:36][CH2:37][O:38][CH2:39][C:40]3[CH:45]=[CH:44][CH:43]=[CH:42][C:41]=3[O:46][CH3:47])=[CH:30][CH:29]=2)[C@@H:12]([O:14][CH2:15][C:16]2[CH:25]=[C:24]([O:26][CH3:27])[C:23]3[C:18](=[CH:19][CH:20]=[CH:21][CH:22]=3)[CH:17]=2)[CH2:13][NH:8][CH2:9]1. (4) The product is: [CH3:23][C:18]1[CH:17]=[C:16]([C:13]2[N:14]=[CH:15][C:10]([NH:9][C:7](=[O:8])[C:6]3[CH:24]=[C:2]([N:28]4[CH2:33][CH2:32][CH2:31][CH2:30][CH2:29]4)[CH:3]=[CH:4][C:5]=3[N+:25]([O-:27])=[O:26])=[N:11][CH:12]=2)[CH:21]=[CH:20][C:19]=1[CH3:22]. Given the reactants Cl[C:2]1[CH:3]=[CH:4][C:5]([N+:25]([O-:27])=[O:26])=[C:6]([CH:24]=1)[C:7]([NH:9][C:10]1[CH:15]=[N:14][C:13]([C:16]2[CH:21]=[CH:20][C:19]([CH3:22])=[C:18]([CH3:23])[CH:17]=2)=[CH:12][N:11]=1)=[O:8].[NH:28]1[CH2:33][CH2:32][CH2:31][CH2:30][CH2:29]1.C(=O)([O-])[O-].[K+].[K+], predict the reaction product. (5) Given the reactants [ClH:1].Br[C:3]1[CH:8]=[CH:7][N:6]=[CH:5][CH:4]=1.[C:9]([C:12]1[CH:17]=[CH:16][C:15](OB(O)O)=[CH:14][CH:13]=1)([OH:11])=[O:10].C(=O)([O-])[O-].[Na+].[Na+].C(OCC)(=O)C, predict the reaction product. The product is: [ClH:1].[N:6]1[CH:7]=[CH:8][C:3]([C:15]2[CH:16]=[CH:17][C:12]([C:9]([OH:11])=[O:10])=[CH:13][CH:14]=2)=[CH:4][CH:5]=1. (6) Given the reactants C([NH:4][C@@H:5]([CH2:11][CH2:12][CH2:13][CH2:14][CH2:15][CH:16]=[CH2:17])[C:6]([O:8]CC)=[O:7])(=O)C.[CH3:30][C:29]([O:28][C:26](O[C:26]([O:28][C:29]([CH3:32])([CH3:31])[CH3:30])=[O:27])=[O:27])([CH3:32])[CH3:31].O[Li].O, predict the reaction product. The product is: [C:26]([NH:4][C@@H:5]([CH2:11][CH2:12][CH2:13][CH2:14][CH2:15][CH:16]=[CH2:17])[C:6]([OH:8])=[O:7])([O:28][C:29]([CH3:30])([CH3:31])[CH3:32])=[O:27]. (7) Given the reactants C(O[BH-](OC(=O)C)OC(=O)C)(=O)C.[Na+].[CH3:15][O:16][C:17]1[CH:18]=[C:19]2[C:24](=[C:25]([N:27]3[CH2:32][CH2:31][NH:30][CH2:29][CH2:28]3)[CH:26]=1)[N:23]=[CH:22][CH:21]=[CH:20]2.[F:33][C:34]1[CH:43]=[CH:42][C:41]([N:44]2[CH2:49][CH2:48][C:47](=O)[CH2:46][CH2:45]2)=[C:40]2[C:35]=1[CH:36]=[CH:37][CH:38]=[N:39]2.[OH-].[K+], predict the reaction product. The product is: [F:33][C:34]1[CH:43]=[CH:42][C:41]([N:44]2[CH2:49][CH2:48][CH:47]([N:30]3[CH2:29][CH2:28][N:27]([C:25]4[CH:26]=[C:17]([O:16][CH3:15])[CH:18]=[C:19]5[C:24]=4[N:23]=[CH:22][CH:21]=[CH:20]5)[CH2:32][CH2:31]3)[CH2:46][CH2:45]2)=[C:40]2[C:35]=1[CH:36]=[CH:37][CH:38]=[N:39]2. (8) The product is: [NH2:1][S:2]([C:5]1[CH:6]=[C:7]2[C:11](=[CH:12][CH:13]=1)[NH:10][C:9](=[O:14])[C:8]2=[C:20]([C:22]1[NH:23][CH:24]=[CH:25][CH:26]=1)[C:18]([NH:17][CH2:15][CH3:16])=[O:19])(=[O:4])=[O:3]. Given the reactants [NH2:1][S:2]([C:5]1[CH:6]=[C:7]2[C:11](=[CH:12][CH:13]=1)[NH:10][C:9](=[O:14])[CH2:8]2)(=[O:4])=[O:3].[CH2:15]([NH:17][C:18]([C:20]([C:22]1[NH:23][CH:24]=[CH:25][CH:26]=1)=O)=[O:19])[CH3:16].N1CCCCC1, predict the reaction product. (9) Given the reactants O1[C:5]2([CH2:10][CH2:9][N:8]([CH2:11][C:12]3[CH:13]=[CH:14][N:15]4[C:20]=3[C:19]([NH:21][C:22]3[CH:23]=[C:24]5[C:28](=[CH:29][CH:30]=3)[N:27]([CH2:31][C:32]3[CH:37]=[CH:36][CH:35]=[C:34]([F:38])[CH:33]=3)[N:26]=[CH:25]5)=[N:18][CH:17]=[N:16]4)[CH2:7][CH2:6]2)[O:4]CC1, predict the reaction product. The product is: [F:38][C:34]1[CH:33]=[C:32]([CH:37]=[CH:36][CH:35]=1)[CH2:31][N:27]1[C:28]2[C:24](=[CH:23][C:22]([NH:21][C:19]3[C:20]4=[C:12]([CH2:11][N:8]5[CH2:7][CH2:6][C:5](=[O:4])[CH2:10][CH2:9]5)[CH:13]=[CH:14][N:15]4[N:16]=[CH:17][N:18]=3)=[CH:30][CH:29]=2)[CH:25]=[N:26]1. (10) Given the reactants [CH3:1][C:2]1[N:6]([CH2:7][C:8]([OH:10])=O)[N:5]=[C:4]([C:11]([F:14])([F:13])[F:12])[CH:3]=1.C(N(C(C)C)CC)(C)C.F[B-](F)(F)F.N1(OC(N(C)C)=[N+](C)C)C2C=CC=CC=2N=N1.Cl.[CH2:47]([O:49][C:50]([C:52]1[N:53]=[C:54]([CH:57]2[CH2:62][CH2:61][NH:60][CH2:59][CH2:58]2)[S:55][CH:56]=1)=[O:51])[CH3:48], predict the reaction product. The product is: [CH2:47]([O:49][C:50]([C:52]1[N:53]=[C:54]([CH:57]2[CH2:62][CH2:61][N:60]([C:8](=[O:10])[CH2:7][N:6]3[C:2]([CH3:1])=[CH:3][C:4]([C:11]([F:14])([F:13])[F:12])=[N:5]3)[CH2:59][CH2:58]2)[S:55][CH:56]=1)=[O:51])[CH3:48].